Dataset: Forward reaction prediction with 1.9M reactions from USPTO patents (1976-2016). Task: Predict the product of the given reaction. Given the reactants [OH:1][C:2]1[C:7](=[O:8])[N:6]2[CH2:9][C:10](=[O:13])[N:11]([CH3:12])[C:5]2=[N:4][C:3]=1[C:14]([O:16]CC)=O.[Cl:19][C:20]1[CH:21]=[C:22]([CH:25]=[CH:26][C:27]=1[F:28])[CH2:23][NH2:24], predict the reaction product. The product is: [Cl:19][C:20]1[CH:21]=[C:22]([CH:25]=[CH:26][C:27]=1[F:28])[CH2:23][NH:24][C:14]([C:3]1[N:4]=[C:5]2[N:11]([CH3:12])[C:10](=[O:13])[CH2:9][N:6]2[C:7](=[O:8])[C:2]=1[OH:1])=[O:16].